From a dataset of Forward reaction prediction with 1.9M reactions from USPTO patents (1976-2016). Predict the product of the given reaction. (1) Given the reactants [CH3:1][O:2][C:3]1[C:13]([O:14]C)=[CH:12][C:6]([C:7]([O:9][CH2:10]C)=[O:8])=[C:5]([N+:16]([O-:18])=[O:17])[CH:4]=1.Cl.S(Cl)(Cl)=O, predict the reaction product. The product is: [OH:14][C:13]1[C:3]([O:2][CH3:1])=[CH:4][C:5]([N+:16]([O-:18])=[O:17])=[C:6]([CH:12]=1)[C:7]([O:9][CH3:10])=[O:8]. (2) Given the reactants F[C:2]1[CH:7]=[CH:6][CH:5]=[CH:4][C:3]=1[CH2:8][C:9](=[O:15])[C:10]([O:12][CH2:13][CH3:14])=[O:11].C(Br)C1C=CC=CC=1.[Mg].C(OCC)(=O)C(OCC)=O, predict the reaction product. The product is: [C:3]1([CH2:8][C:9](=[O:15])[C:10]([O:12][CH2:13][CH3:14])=[O:11])[CH:4]=[CH:5][CH:6]=[CH:7][CH:2]=1. (3) The product is: [Cl:13][C:14]1[CH:19]=[C:18]([C:2]2[N:7]=[C:6]([C:8]([OH:10])=[O:9])[CH:5]=[CH:4][C:3]=2[O:11][CH3:12])[CH:17]=[CH:16][CH:15]=1. Given the reactants Br[C:2]1[N:7]=[C:6]([C:8]([OH:10])=[O:9])[CH:5]=[CH:4][C:3]=1[O:11][CH3:12].[Cl:13][C:14]1[CH:15]=[C:16](B(O)O)[CH:17]=[CH:18][CH:19]=1.CC1(C)C2C=CC=C(P(C3C=CC=CC=3)C3C=CC=CC=3)C=2OC2C1=CC=CC=2P(C1C=CC=CC=1)C1C=CC=CC=1.C(=O)([O-])[O-].[K+].[K+], predict the reaction product.